Dataset: NCI-60 drug combinations with 297,098 pairs across 59 cell lines. Task: Regression. Given two drug SMILES strings and cell line genomic features, predict the synergy score measuring deviation from expected non-interaction effect. (1) Drug 1: CN1C(=O)N2C=NC(=C2N=N1)C(=O)N. Drug 2: CC(C)CN1C=NC2=C1C3=CC=CC=C3N=C2N. Cell line: OVCAR-8. Synergy scores: CSS=1.09, Synergy_ZIP=-0.480, Synergy_Bliss=0.519, Synergy_Loewe=0.500, Synergy_HSA=0.323. (2) Drug 1: CS(=O)(=O)CCNCC1=CC=C(O1)C2=CC3=C(C=C2)N=CN=C3NC4=CC(=C(C=C4)OCC5=CC(=CC=C5)F)Cl. Drug 2: N.N.Cl[Pt+2]Cl. Cell line: NCI-H522. Synergy scores: CSS=72.0, Synergy_ZIP=-6.83, Synergy_Bliss=-3.31, Synergy_Loewe=-0.442, Synergy_HSA=1.59.